This data is from Full USPTO retrosynthesis dataset with 1.9M reactions from patents (1976-2016). The task is: Predict the reactants needed to synthesize the given product. (1) Given the product [Br:12][CH:8]([C:4]1[CH:5]=[CH:6][CH:7]=[C:2]([Br:1])[CH:3]=1)[C:9]([OH:11])=[O:10], predict the reactants needed to synthesize it. The reactants are: [Br:1][C:2]1[CH:3]=[C:4]([CH2:8][C:9]([OH:11])=[O:10])[CH:5]=[CH:6][CH:7]=1.[Br:12]N1C(=O)CCC1=O. (2) Given the product [C:43]([OH:7])(=[O:45])[CH:36]([CH:35]([C:40]([OH:39])=[O:41])[OH:46])[OH:42].[OH:7][C@@H:8]1[C:14]2[CH:15]=[CH:16][CH:17]=[CH:18][C:13]=2[N:12]([C:19]([NH2:21])=[O:20])[C:11]2[CH:22]=[CH:23][CH:24]=[CH:25][C:10]=2[CH2:9]1, predict the reactants needed to synthesize it. The reactants are: N1C=CC=CC=1.[OH:7][CH:8]1[C:14]2[CH:15]=[CH:16][CH:17]=[CH:18][C:13]=2[N:12]([C:19]([NH2:21])=[O:20])[C:11]2[CH:22]=[CH:23][CH:24]=[CH:25][C:10]=2[CH2:9]1.C(OCC)(=O)C.C([C@:35]1([OH:46])[C:40](=[O:41])[O:39]C(=O)[C@:36]1([C:43](=[O:45])C)[OH:42])(=O)C. (3) Given the product [CH2:15]([O:13][C:12](=[O:14])[CH2:11][CH2:10][CH2:9][CH2:8][CH2:7][CH2:6][CH2:5][CH2:4][CH2:3][CH2:2][I:1])[CH3:16], predict the reactants needed to synthesize it. The reactants are: [I:1][CH2:2][CH2:3][CH2:4][CH2:5][CH2:6][CH2:7][CH2:8][CH2:9][CH2:10][CH2:11][C:12]([OH:14])=[O:13].[CH2:15](O)[CH3:16].OS(O)(=O)=O. (4) Given the product [N:15]1[C:16]2[C:21](=[N:20][CH:19]=[CH:18][CH:17]=2)[CH:22]=[CH:23][C:14]=1[NH:13][C:11]([C:8]1[C:6]2[N:7]=[C:2]([NH:30][C@@H:25]3[CH2:26][CH2:27][CH2:28][CH2:29][C@@H:24]3[NH2:31])[N:3]=[CH:4][C:5]=2[S:10][CH:9]=1)=[O:12], predict the reactants needed to synthesize it. The reactants are: Cl[C:2]1[N:3]=[CH:4][C:5]2[S:10][CH:9]=[C:8]([C:11]([NH:13][C:14]3[CH:23]=[CH:22][C:21]4[C:16](=[CH:17][CH:18]=[CH:19][N:20]=4)[N:15]=3)=[O:12])[C:6]=2[N:7]=1.[C@@H:24]1([NH2:31])[CH2:29][CH2:28][CH2:27][CH2:26][C@@H:25]1[NH2:30].